Dataset: Full USPTO retrosynthesis dataset with 1.9M reactions from patents (1976-2016). Task: Predict the reactants needed to synthesize the given product. (1) Given the product [Cl:1][C:2]1[C:3]([CH3:33])=[N:4][O:5][C:6]=1[NH:7][S:8]([C:11]1[CH:15]=[CH:14][S:13][C:12]=1[C:16](=[O:37])[CH2:22][C:23]1[C:31]([CH3:32])=[CH:30][C:26]2[CH2:27][O:28][CH2:29][C:25]=2[CH:24]=1)(=[O:10])=[O:9], predict the reactants needed to synthesize it. The reactants are: [Cl:1][C:2]1[C:3]([CH3:33])=[N:4][O:5][C:6]=1[NH:7][S:8]([C:11]1[CH:15]=[CH:14][S:13][C:12]=1[C:16]1([CH2:22][C:23]2[C:31]([CH3:32])=[CH:30][C:26]3[CH2:27][O:28][CH2:29][C:25]=3[CH:24]=2)SCCCS1)(=[O:10])=[O:9].CO.O.[O:37]1CCCC1. (2) Given the product [O:13]=[C:8]1[C:7](=[CH:29][C:24]2[NH:25][C:26]3[C:22]([CH:23]=2)=[CH:21][C:20]([CH2:19][CH2:18][CH2:17][N:16]2[CH2:31][CH2:32][CH2:15][CH2:14]2)=[CH:28][CH:27]=3)[C:6]2[C:10](=[CH:11][CH:12]=[C:4]([C:1]([OH:3])=[O:2])[CH:5]=2)[NH:9]1, predict the reactants needed to synthesize it. The reactants are: [C:1]([C:4]1[CH:5]=[C:6]2[C:10](=[CH:11][CH:12]=1)[NH:9][C:8](=[O:13])[CH2:7]2)([OH:3])=[O:2].[CH2:14]([N:16]([CH2:31][CH3:32])[CH2:17][CH2:18][CH2:19][C:20]1[CH:21]=[C:22]2[C:26](=[CH:27][CH:28]=1)[NH:25][C:24]([CH:29]=O)=[CH:23]2)[CH3:15].N1CCCCC1.Cl. (3) Given the product [F:30][C:26]1[CH:25]=[C:24]([C:22]2[N:23]=[C:14]([CH:11]3[CH2:10][CH2:9][CH:8]([C:6]([OH:7])=[O:5])[CH2:13][CH2:12]3)[CH:15]=[C:16]3[C:21]=2[N:20]=[CH:19][CH:18]=[CH:17]3)[CH:29]=[CH:28][CH:27]=1, predict the reactants needed to synthesize it. The reactants are: [OH-].[Li+].C([O:5][C:6]([CH:8]1[CH2:13][CH2:12][CH:11]([C:14]2[CH:15]=[C:16]3[C:21](=[C:22]([C:24]4[CH:29]=[CH:28][CH:27]=[C:26]([F:30])[CH:25]=4)[N:23]=2)[N:20]=[CH:19][CH:18]=[CH:17]3)[CH2:10][CH2:9]1)=[O:7])C. (4) Given the product [Cl:12][C:10]1[CH:11]=[C:2]([N:1]2[C:15]([CH3:16])=[CH:14][N:17]=[C:18]2[CH3:19])[C:3]([CH3:13])=[C:4]([CH:9]=1)[C:5]([O:7][CH3:8])=[O:6], predict the reactants needed to synthesize it. The reactants are: [NH2:1][C:2]1[C:3]([CH3:13])=[C:4]([CH:9]=[C:10]([Cl:12])[CH:11]=1)[C:5]([O:7][CH3:8])=[O:6].[CH2:14]([NH:17][C:18](=O)[CH3:19])[C:15]#[CH:16]. (5) The reactants are: [F:1][C:2]1[CH:3]=[C:4]([S:8]([C:11]2[CH:12]=[N:13][C:14]3[C:19]([CH:20]=2)=[CH:18][CH:17]=[CH:16][C:15]=3I)(=[O:10])=[O:9])[CH:5]=[CH:6][CH:7]=1.[CH2:22]1[CH:30]2[CH:25]([CH2:26][NH:27][CH2:28][CH2:29]2)[CH2:24][N:23]1C(OC(C)(C)C)=O.[ClH:38]. Given the product [Cl-:38].[F:1][C:2]1[CH:3]=[C:4]([S:8]([C:11]2[CH:12]=[N:13][C:14]3[C:19]([CH:20]=2)=[CH:18][CH:17]=[CH:16][C:15]=3[N:27]2[CH2:28][CH2:29][CH:30]3[CH2:22][NH2+:23][CH2:24][CH:25]3[CH2:26]2)(=[O:10])=[O:9])[CH:5]=[CH:6][CH:7]=1, predict the reactants needed to synthesize it. (6) Given the product [Cl:1][C:2]1[CH:7]=[C:6]([S:8][C:9]2[CH:10]=[CH:11][C:12]([NH:15][C:33](=[O:35])[CH3:34])=[CH:13][CH:14]=2)[CH:5]=[CH:4][C:3]=1[NH:16][C:17](=[O:25])[C:18]([O:21][C:22](=[O:24])[CH3:23])([CH3:20])[CH3:19], predict the reactants needed to synthesize it. The reactants are: [Cl:1][C:2]1[CH:7]=[C:6]([S:8][C:9]2[CH:14]=[CH:13][C:12]([NH2:15])=[CH:11][CH:10]=2)[CH:5]=[CH:4][C:3]=1[NH:16][C:17](=[O:25])[C:18]([O:21][C:22](=[O:24])[CH3:23])([CH3:20])[CH3:19].C(N(CC)CC)C.[C:33](Cl)(=[O:35])[CH3:34].C(OCC)(=O)C. (7) Given the product [CH2:18]([O:17][C:9]1[CH:8]=[CH:16][C:15]([C:1]([O:2][CH2:25][C:26]2[CH:31]=[CH:30][CH:29]=[CH:28][CH:27]=2)=[O:4])=[CH:11][C:10]=1[O:22][CH3:21])[C:8]1[CH:16]=[CH:15][CH:11]=[CH:10][CH:9]=1, predict the reactants needed to synthesize it. The reactants are: [C:1](=[O:4])([O-])[O-:2].[K+].[K+].O[C:8]1[CH:16]=[CH:15][C:11](C(O)=O)=[CH:10][C:9]=1[O:17][CH3:18].CN(C)[CH:21]=[O:22].Br[CH2:25][C:26]1[CH:31]=[CH:30][CH:29]=[CH:28][CH:27]=1. (8) Given the product [CH2:1]([N:8]([CH3:27])[CH2:9][CH2:10][CH:11]1[CH2:16][CH2:15][N:14]([C:17]([O:19][C:20]([CH3:23])([CH3:22])[CH3:21])=[O:18])[CH2:13][CH2:12]1)[C:2]1[CH:3]=[CH:4][CH:5]=[CH:6][CH:7]=1, predict the reactants needed to synthesize it. The reactants are: [CH2:1]([NH:8][CH2:9][CH2:10][CH:11]1[CH2:16][CH2:15][N:14]([C:17]([O:19][C:20]([CH3:23])([CH3:22])[CH3:21])=[O:18])[CH2:13][CH2:12]1)[C:2]1[CH:7]=[CH:6][CH:5]=[CH:4][CH:3]=1.[H-].[Na+].I[CH3:27]. (9) Given the product [Cl:1][C:2]1[S:3][C:4]2[CH:10]=[C:9]([N:11]3[CH2:16][CH2:15][NH:14][C@H:13]([CH3:24])[CH2:12]3)[CH:8]=[CH:7][C:5]=2[CH:6]=1, predict the reactants needed to synthesize it. The reactants are: [Cl:1][C:2]1[S:3][C:4]2[CH:10]=[C:9]([N:11]3[CH2:16][CH2:15][N:14](C(OC(C)(C)C)=O)[C@H:13]([CH3:24])[CH2:12]3)[CH:8]=[CH:7][C:5]=2[CH:6]=1.FC(F)(F)C(O)=O.